This data is from Full USPTO retrosynthesis dataset with 1.9M reactions from patents (1976-2016). The task is: Predict the reactants needed to synthesize the given product. (1) Given the product [F:1][C:2]1[CH:3]=[C:4]([NH:8][C:9]2[N:18]=[CH:17][C:16]3[C:11](=[CH:12][C:13]([O:27][CH:28]4[CH2:29][CH2:30][N:31]([C:34]([O:36][C:37]([CH3:39])([CH3:38])[CH3:40])=[O:35])[CH2:32][CH2:33]4)=[C:14]([C:49]4[CH:50]=[N:51][CH:52]=[CH:53][CH:54]=4)[CH:15]=3)[N:10]=2)[CH:5]=[CH:6][CH:7]=1, predict the reactants needed to synthesize it. The reactants are: [F:1][C:2]1[CH:3]=[C:4]([NH:8][C:9]2[N:18]=[CH:17][C:16]3[C:11](=[CH:12][C:13]([O:27][CH:28]4[CH2:33][CH2:32][N:31]([C:34]([O:36][C:37]([CH3:40])([CH3:39])[CH3:38])=[O:35])[CH2:30][CH2:29]4)=[C:14](OS(C(F)(F)F)(=O)=O)[CH:15]=3)[N:10]=2)[CH:5]=[CH:6][CH:7]=1.CC1(C)C(C)(C)OB([C:49]2[CH:50]=[N:51][CH:52]=[CH:53][CH:54]=2)O1.C([O-])([O-])=O.[Na+].[Na+].CO. (2) The reactants are: I[C:2]1[CH:10]=[C:9]([C:11]([O:13][CH3:14])=[O:12])[C:8]([CH3:15])=[C:7]2[C:3]=1[C:4]1[CH:19]=[C:18]([CH3:20])[CH:17]=[N:16][C:5]=1[NH:6]2.[CH2:21]([S:23]([C:26]1[CH:27]=[C:28](B(O)O)[CH:29]=[CH:30][CH:31]=1)(=[O:25])=[O:24])[CH3:22].C(=O)([O-])[O-].[K+].[K+].O. Given the product [CH2:21]([S:23]([C:26]1[CH:31]=[C:30]([C:2]2[CH:10]=[C:9]([C:11]([O:13][CH3:14])=[O:12])[C:8]([CH3:15])=[C:7]3[C:3]=2[C:4]2[CH:19]=[C:18]([CH3:20])[CH:17]=[N:16][C:5]=2[NH:6]3)[CH:29]=[CH:28][CH:27]=1)(=[O:24])=[O:25])[CH3:22], predict the reactants needed to synthesize it. (3) The reactants are: [NH2:1][CH:2]1[CH2:7][CH2:6][N:5]([CH2:8][CH2:9][N:10]2[C:19]3[C:14](=[CH:15][C:16]([F:21])=[C:17]([F:20])[CH:18]=3)[N:13]=[CH:12][C:11]2=[O:22])[CH2:4][CH2:3]1.[O:23]=[C:24]1[CH2:29][O:28][C:27]2[CH:30]=[CH:31][C:32]([CH:34]=O)=[N:33][C:26]=2[NH:25]1.C(O[BH-](OC(=O)C)OC(=O)C)(=O)C.[Na+]. Given the product [F:21][C:16]1[CH:15]=[C:14]2[C:19](=[CH:18][C:17]=1[F:20])[N:10]([CH2:9][CH2:8][N:5]1[CH2:6][CH2:7][CH:2]([NH:1][CH2:34][C:32]3[CH:31]=[CH:30][C:27]4[O:28][CH2:29][C:24](=[O:23])[NH:25][C:26]=4[N:33]=3)[CH2:3][CH2:4]1)[C:11](=[O:22])[CH:12]=[N:13]2, predict the reactants needed to synthesize it. (4) Given the product [Cl-:25].[C:19]1([C:12]2([C:10]([O:9][C@@H:3]3[CH:4]4[CH2:7][CH2:8][N+:1]([CH2:26][C:27](=[O:28])[NH:29][C:30]5[N:35]=[CH:34][CH:33]=[CH:32][N:31]=5)([CH2:6][CH2:5]4)[CH2:2]3)=[O:11])[CH2:18][CH2:17][CH2:16][CH2:15][CH2:14][CH2:13]2)[CH:20]=[CH:21][CH:22]=[CH:23][CH:24]=1, predict the reactants needed to synthesize it. The reactants are: [N:1]12[CH2:8][CH2:7][CH:4]([CH2:5][CH2:6]1)[C@@H:3]([O:9][C:10]([C:12]1([C:19]3[CH:24]=[CH:23][CH:22]=[CH:21][CH:20]=3)[CH2:18][CH2:17][CH2:16][CH2:15][CH2:14][CH2:13]1)=[O:11])[CH2:2]2.[Cl:25][CH2:26][C:27]([NH:29][C:30]1[N:35]=[CH:34][CH:33]=[CH:32][N:31]=1)=[O:28]. (5) Given the product [CH3:15][C:11]1[O:33][C:9](/[CH:10]=[CH:21]/[C:23]2[CH:28]=[CH:27][C:26]([N:39]([CH3:40])[CH3:38])=[CH:25][CH:24]=2)=[CH:8][C:13](=[C:14]([C:2]#[N:3])[C:5]#[N:4])[CH:12]=1, predict the reactants needed to synthesize it. The reactants are: Br[C:2]1[C:14]2[C:13]3[CH:12]=[C:11]([C:15]4C=NC=CC=4)[CH:10]=[CH:9][C:8]=3N=C[C:5]=2[NH:4][N:3]=1.[C:21]([C:23]1[CH:28]=[CH:27][C:26](B(O)O)=[CH:25][CH:24]=1)#N.C([O-])([O-])=[O:33].[K+].[K+].[CH3:38][N:39](C=O)[CH3:40].